From a dataset of Experimentally validated miRNA-target interactions with 360,000+ pairs, plus equal number of negative samples. Binary Classification. Given a miRNA mature sequence and a target amino acid sequence, predict their likelihood of interaction. (1) The miRNA is hsa-miR-6500-3p with sequence ACACUUGUUGGGAUGACCUGC. The protein sequence of the target gene is MAAPPAKGNTEQSEEGDLPQLPVSPKPDDEQSRSQSPTQLQDSPEAGGEQEEEQAFLVSLYKFMKERHTPIERVPHLGFKQINLWKIYKAVEKLGAYELVTGRRLWKNVYDELGGSPGSTSAATCTRRHYERLVLPYVRHLKGEDDKPLPPTKPRKQYKMAKELRGDDGTTEKLKKAKDSEERRVEQTTPGKTKSDATGQTQLPCQGSSRDSTEQLGPVSGPSPPLTGASSCPEAYKRLLSSFYCKGAHGIMSPLAKKKLLAQVSKAEALQCQEEGCRHGARSPNKDIQDSPQNLRGPAE.... Result: 0 (no interaction). (2) The miRNA is rno-miR-93-5p with sequence CAAAGUGCUGUUCGUGCAGGUAG. The protein sequence of the target gene is MTTSHMNGHVTEESDSEVKNVDLASPEEHQKHREMAVDCPGDLGTRMMPIRRSAQLERIRQQQEDMRRRREEEGKKQELDLNSSMRLKKLAQIPPKTGIDNPMFDTEEGIVLESPHYAVKILEIEDLFSSLKHIQHTLVDSQSQEDISLLLQLVQNKDFQNAFKIHNAITVHMNKASPPFPLISNAQDLAQEVQTVLKPVHHKEGQELTALLNTPHIQALLLAHDKVAEQEMQLEPITDERVYESIGQYGGETVKIVRIEKARDIPLGATVRNEMDSVIISRIVKGGAAEKSGLLHEGDE.... Result: 0 (no interaction).